Dataset: Catalyst prediction with 721,799 reactions and 888 catalyst types from USPTO. Task: Predict which catalyst facilitates the given reaction. (1) Reactant: C1C=C[NH+]=CC=1.[O-][Cr](Cl)(=O)=O.[Cl:12][C:13]1[CH:18]=[CH:17][C:16]([C:19]2([C:24]3[CH:25]=[C:26]([CH:32]([C:34]4[CH:39]=[CH:38][CH:37]=[C:36]([O:40][CH3:41])[CH:35]=4)[OH:33])[C:27]([NH:30][CH3:31])=[N:28][CH:29]=3)[O:23][CH2:22][CH2:21][O:20]2)=[CH:15][CH:14]=1. Product: [Cl:12][C:13]1[CH:18]=[CH:17][C:16]([C:19]2([C:24]3[CH:25]=[C:26]([C:32]([C:34]4[CH:39]=[CH:38][CH:37]=[C:36]([O:40][CH3:41])[CH:35]=4)=[O:33])[C:27]([NH:30][CH3:31])=[N:28][CH:29]=3)[O:20][CH2:21][CH2:22][O:23]2)=[CH:15][CH:14]=1. The catalyst class is: 2. (2) Reactant: CN(C)CCN(C)C.C([Li])CCC.[CH2:14]([O:16][C:17]1[CH:22]=[CH:21][CH:20]=[CH:19][CH:18]=1)[CH3:15].[S:23](=[O:25])=[O:24].S(Cl)([Cl:28])=O. Product: [CH2:14]([O:16][C:17]1[CH:22]=[CH:21][CH:20]=[CH:19][C:18]=1[S:23]([Cl:28])(=[O:25])=[O:24])[CH3:15]. The catalyst class is: 27. (3) Reactant: O1CCCC1.[CH3:6][C:7]1[CH:8]=[CH:9][C:10]([O:13][CH2:14][C:15]2[CH:20]=[CH:19][C:18]([CH2:21][C:22](Cl)=[N:23][OH:24])=[CH:17][CH:16]=2)=[N:11][CH:12]=1.[C:26]([C:28]1[C:29]([NH2:35])=[N:30][C:31]([NH2:34])=[CH:32][CH:33]=1)#[CH:27].C(N(CC)CC)C. Product: [CH3:6][C:7]1[CH:8]=[CH:9][C:10]([O:13][CH2:14][C:15]2[CH:20]=[CH:19][C:18]([CH2:21][C:22]3[CH:27]=[C:26]([C:28]4[C:29]([NH2:35])=[N:30][C:31]([NH2:34])=[CH:32][CH:33]=4)[O:24][N:23]=3)=[CH:17][CH:16]=2)=[N:11][CH:12]=1. The catalyst class is: 6. (4) Reactant: [C:1]1([C:38]2[CH:43]=[CH:42][CH:41]=[CH:40][CH:39]=2)[CH:6]=[CH:5][C:4]([CH2:7][O:8][CH2:9][CH:10]2[CH2:37][CH2:36][C:13]3[N:14](C(C4C=CC=CC=4)(C4C=CC=CC=4)C4C=CC=CC=4)[CH:15]=[N:16][C:12]=3[CH2:11]2)=[CH:3][CH:2]=1.C1(C2C=CC=CC=2)C=CC(COCC2CCC3N=CN(C(C4C=CC=CC=4)(C4C=CC=CC=4)C4C=CC=CC=4)C=3C2)=CC=1. Product: [C:1]1([C:38]2[CH:43]=[CH:42][CH:41]=[CH:40][CH:39]=2)[CH:2]=[CH:3][C:4]([CH2:7][O:8][CH2:9][CH:10]2[CH2:37][CH2:36][C:13]3[NH:14][CH:15]=[N:16][C:12]=3[CH2:11]2)=[CH:5][CH:6]=1. The catalyst class is: 86. (5) Reactant: [F:1][C:2]1[CH:7]=[CH:6][CH:5]=[CH:4][C:3]=1[F:8].C([Li])CCC.CCCCCC.[F:20][CH2:21][C:22](OCC)=[O:23]. Product: [F:1][C:2]1[C:3]([F:8])=[CH:4][CH:5]=[CH:6][C:7]=1[C:22](=[O:23])[CH2:21][F:20]. The catalyst class is: 1. (6) Reactant: [CH3:1][N:2]1[C:7]2[CH:8]=[C:9]([N+:12]([O-])=O)[CH:10]=[CH:11][C:6]=2[O:5][CH2:4][C:3]1=[O:15]. Product: [NH2:12][C:9]1[CH:10]=[CH:11][C:6]2[O:5][CH2:4][C:3](=[O:15])[N:2]([CH3:1])[C:7]=2[CH:8]=1. The catalyst class is: 314.